From a dataset of Forward reaction prediction with 1.9M reactions from USPTO patents (1976-2016). Predict the product of the given reaction. (1) Given the reactants Br[C:2]1[CH:3]=[C:4]([CH2:10][NH:11][C:12](=[O:18])[O:13][C:14]([CH3:17])([CH3:16])[CH3:15])[CH:5]=[C:6]([O:8][CH3:9])[CH:7]=1.C1(P(C2CCCCC2)C2C=CC3C(=CC=CC=3)C=2C2C3C(=CC=CC=3)C=CC=2OC)CCCCC1.[O-]P([O-])([O-])=O.[K+].[K+].[K+].[CH3:62][C:63]([Si:66]([CH3:79])([CH3:78])[O:67][CH2:68][C:69]1[CH:70]=[C:71](B(O)O)[CH:72]=[CH:73][CH:74]=1)([CH3:65])[CH3:64], predict the reaction product. The product is: [CH3:65][C:63]([Si:66]([CH3:79])([CH3:78])[O:67][CH2:68][C:69]1[CH:70]=[C:71]([C:2]2[CH:7]=[C:6]([O:8][CH3:9])[CH:5]=[C:4]([CH2:10][NH:11][C:12](=[O:18])[O:13][C:14]([CH3:17])([CH3:16])[CH3:15])[CH:3]=2)[CH:72]=[CH:73][CH:74]=1)([CH3:62])[CH3:64]. (2) Given the reactants [NH2:1][C:2]1[CH:3]=[CH:4][C:5]([F:20])=[C:6]([C@:8]2([CH3:19])[CH2:13][C@@H:12]([C:14]([F:17])([F:16])[F:15])[O:11][C:10]([NH2:18])=[N:9]2)[CH:7]=1.[Cl:21][C:22]1[C:23]([C:30](O)=[O:31])=[N:24][N:25]([CH:27]([F:29])[F:28])[CH:26]=1, predict the reaction product. The product is: [NH2:18][C:10]1[O:11][C@H:12]([C:14]([F:16])([F:17])[F:15])[CH2:13][C@:8]([C:6]2[CH:7]=[C:2]([NH:1][C:30]([C:23]3[C:22]([Cl:21])=[CH:26][N:25]([CH:27]([F:29])[F:28])[N:24]=3)=[O:31])[CH:3]=[CH:4][C:5]=2[F:20])([CH3:19])[N:9]=1. (3) Given the reactants [F:1][C:2]1[CH:3]=[C:4]2[C:9](=[CH:10][C:11]=1[CH3:12])[NH:8][C:7](=[O:13])[CH2:6][CH2:5]2.[H-].[Na+].Cl[CH2:17][CH2:18][CH2:19]I.[CH2:21]([CH:25]1[CH2:30][CH2:29][NH:28][CH2:27][CH2:26]1)[CH2:22][CH2:23][CH3:24].N[C@H](C(O)=O)CC1C=C2C(C=CC=C2)=CC=1.C([O-])([O-])=O.[K+].[K+], predict the reaction product. The product is: [CH2:21]([CH:25]1[CH2:30][CH2:29][N:28]([CH2:17][CH2:18][CH2:19][N:8]2[C:9]3[C:4](=[CH:3][C:2]([F:1])=[C:11]([CH3:12])[CH:10]=3)[CH2:5][CH2:6][C:7]2=[O:13])[CH2:27][CH2:26]1)[CH2:22][CH2:23][CH3:24]. (4) Given the reactants [OH-].[K+].[NH:3]1[C:11]2[C:6](=[N:7][CH:8]=[CH:9][CH:10]=2)[CH:5]=[CH:4]1.[CH2:12]1[O:22][C:15]2([CH2:20][CH2:19][C:18](=O)[CH2:17][CH2:16]2)[O:14][CH2:13]1, predict the reaction product. The product is: [O:14]1[C:15]2([CH2:20][CH2:19][C:18]([C:5]3[C:6]4=[N:7][CH:8]=[CH:9][CH:10]=[C:11]4[NH:3][CH:4]=3)=[CH:17][CH2:16]2)[O:22][CH2:12][CH2:13]1. (5) Given the reactants [N+:1]([C:4]1[CH:12]=[C:11]2[C:7]([CH:8]=[CH:9][NH:10]2)=[CH:6][CH:5]=1)([O-:3])=[O:2].Br[CH2:14][C:15]1[CH:20]=[C:19]([F:21])[CH:18]=[C:17]([F:22])[CH:16]=1, predict the reaction product. The product is: [F:21][C:19]1[CH:20]=[C:15]([CH:16]=[C:17]([F:22])[CH:18]=1)[CH2:14][N:10]1[C:11]2[C:7](=[CH:6][CH:5]=[C:4]([N+:1]([O-:3])=[O:2])[CH:12]=2)[CH:8]=[CH:9]1. (6) The product is: [C:1]([Si:5]([CH3:25])([CH3:24])[O:6][C@@H:7]1[C:15]2[C:10](=[C:11]([CH:16]([OH:23])[C:17]([CH3:22])([CH3:21])[CH2:18][CH2:19][CH2:20][OH:26])[CH:12]=[CH:13][CH:14]=2)[CH2:9][CH2:8]1)([CH3:4])([CH3:3])[CH3:2]. Given the reactants [C:1]([Si:5]([CH3:25])([CH3:24])[O:6][C@@H:7]1[C:15]2[C:10](=[C:11]([CH:16]([OH:23])[C:17]([CH3:22])([CH3:21])[CH2:18][CH:19]=[CH2:20])[CH:12]=[CH:13][CH:14]=2)[CH2:9][CH2:8]1)([CH3:4])([CH3:3])[CH3:2].[OH-:26].[Na+].OO.[Na+].[Cl-], predict the reaction product.